Predict which catalyst facilitates the given reaction. From a dataset of Catalyst prediction with 721,799 reactions and 888 catalyst types from USPTO. Reactant: C([O:8][C:9]1[C:34]([F:35])=[CH:33][C:12]([CH2:13][C:14]2[C:22]3[C:17](=[N:18][CH:19]=[CH:20][CH:21]=3)[N:16]([Si:23]([CH:30]([CH3:32])[CH3:31])([CH:27]([CH3:29])[CH3:28])[CH:24]([CH3:26])[CH3:25])[CH:15]=2)=[C:11]([F:36])[CH:10]=1)C1C=CC=CC=1. Product: [F:35][C:34]1[CH:33]=[C:12]([CH2:13][C:14]2[C:22]3[C:17](=[N:18][CH:19]=[CH:20][CH:21]=3)[N:16]([Si:23]([CH:27]([CH3:29])[CH3:28])([CH:30]([CH3:31])[CH3:32])[CH:24]([CH3:25])[CH3:26])[CH:15]=2)[C:11]([F:36])=[CH:10][C:9]=1[OH:8]. The catalyst class is: 105.